This data is from Catalyst prediction with 721,799 reactions and 888 catalyst types from USPTO. The task is: Predict which catalyst facilitates the given reaction. (1) Reactant: [CH3:1][O:2][CH2:3][N:4]1[C:9]2[CH:10]=[C:11]([C:14]([C:17]3[CH:18]=[N:19][CH:20]=[CH:21][CH:22]=3)(O)[CH3:15])[CH:12]=[CH:13][C:8]=2[S:7][C:6]2[N:23]=[CH:24][CH:25]=[N:26][C:5]1=2.ClS(OC)(=O)=O.O.C(OCC)(=O)C. Product: [N:19]1[CH:20]=[CH:21][CH:22]=[C:17]([C:14]([C:11]2[CH:12]=[CH:13][C:8]3[S:7][C:6]4[N:23]=[CH:24][CH:25]=[N:26][C:5]=4[N:4]([CH2:3][O:2][CH3:1])[C:9]=3[CH:10]=2)=[CH2:15])[CH:18]=1. The catalyst class is: 4. (2) Reactant: [Cl:1][C:2]1[CH:3]=[C:4]([CH:6]=[CH:7][CH:8]=1)[NH2:5].[N:9]([O-])=O.[Na+].O.O.Cl[Sn]Cl.[OH-].[Na+]. Product: [Cl:1][C:2]1[CH:3]=[C:4]([NH:5][NH2:9])[CH:6]=[CH:7][CH:8]=1. The catalyst class is: 126. (3) Reactant: [NH2:1][CH2:2][CH2:3][C:4]([C:6]1[CH:20]=[CH:19][C:9]2[N:10]=[C:11]([NH:13][C:14]([NH:16][CH2:17][CH3:18])=[O:15])[S:12][C:8]=2[CH:7]=1)=[O:5].C(N(CC)CC)C.[F:28][C:29]1[CH:34]=[CH:33][CH:32]=[CH:31][C:30]=1[N:35]=[C:36]=[O:37]. Product: [F:28][C:29]1[CH:34]=[CH:33][CH:32]=[CH:31][C:30]=1[NH:35][C:36]([NH:1][CH2:2][CH2:3][C:4]([C:6]1[CH:20]=[CH:19][C:9]2[N:10]=[C:11]([NH:13][C:14]([NH:16][CH2:17][CH3:18])=[O:15])[S:12][C:8]=2[CH:7]=1)=[O:5])=[O:37]. The catalyst class is: 3. (4) Reactant: [O:1]=[C:2]1[CH2:6][S:5][C:4](=[S:7])[N:3]1[CH2:8][C:9]([NH:11][CH2:12][CH2:13][C:14]1[CH:19]=[CH:18][CH:17]=[CH:16][CH:15]=1)=[O:10].[CH:20]([C:22]1[O:26][C:25]([C:27]2[CH:35]=[CH:34][C:30]([C:31]([OH:33])=[O:32])=[C:29]([OH:36])[CH:28]=2)=[CH:24][CH:23]=1)=O.O. Product: [OH:36][C:29]1[CH:28]=[C:27]([C:25]2[O:26][C:22]([CH:20]=[C:6]3[S:5][C:4](=[S:7])[N:3]([CH2:8][C:9](=[O:10])[NH:11][CH2:12][CH2:13][C:14]4[CH:19]=[CH:18][CH:17]=[CH:16][CH:15]=4)[C:2]3=[O:1])=[CH:23][CH:24]=2)[CH:35]=[CH:34][C:30]=1[C:31]([OH:33])=[O:32]. The catalyst class is: 3.